The task is: Predict the product of the given reaction.. This data is from Forward reaction prediction with 1.9M reactions from USPTO patents (1976-2016). (1) Given the reactants [F:1][C:2]([F:27])([F:26])[C:3]1[CH:8]=[CH:7][C:6]([C:9]([C:16]2[CH:21]=[CH:20][C:19]([C:22]([F:25])([F:24])[F:23])=[CH:18][CH:17]=2)=[C:10]2[CH2:15][CH2:14][NH:13][CH2:12][CH2:11]2)=[CH:5][CH:4]=1.[N+:28]([C:31]1[CH:36]=[CH:35][C:34]([CH2:37]Br)=[CH:33][CH:32]=1)([O-:30])=[O:29].C(=O)([O-])[O-].[K+].[K+], predict the reaction product. The product is: [F:24][C:22]([F:25])([F:23])[C:19]1[CH:20]=[CH:21][C:16]([C:9]([C:6]2[CH:5]=[CH:4][C:3]([C:2]([F:1])([F:26])[F:27])=[CH:8][CH:7]=2)=[C:10]2[CH2:15][CH2:14][N:13]([CH2:37][C:34]3[CH:35]=[CH:36][C:31]([N+:28]([O-:30])=[O:29])=[CH:32][CH:33]=3)[CH2:12][CH2:11]2)=[CH:17][CH:18]=1. (2) Given the reactants [CH2:1]([O:3][CH:4]([O:8][CH2:9][CH3:10])[CH2:5][CH2:6][OH:7])[CH3:2].C1C2C(=CC=CC=2)C=CC=1.[K:21], predict the reaction product. The product is: [K:21].[CH2:1]([O:3][CH:4]([O:8][CH2:9][CH3:10])[CH2:5][CH2:6][OH:7])[CH3:2]. (3) Given the reactants [C:1]([O:5][C:6]([N:8]1[CH2:13][CH2:12][C:11]2[S:14][C:15]([CH:17]=O)=[CH:16][C:10]=2[CH2:9]1)=[O:7])([CH3:4])([CH3:3])[CH3:2].Cl.[Cl:20][C:21]1[CH:22]=[C:23]2[C:28](=[CH:29][CH:30]=1)[CH:27]=[C:26]([S:31]([N:34]1[CH2:39][CH2:38][NH:37][CH2:36][CH2:35]1)(=[O:33])=[O:32])[CH:25]=[CH:24]2, predict the reaction product. The product is: [C:1]([O:5][C:6]([N:8]1[CH2:13][CH2:12][C:11]2[S:14][C:15]([CH2:17][N:37]3[CH2:36][CH2:35][N:34]([S:31]([C:26]4[CH:25]=[CH:24][C:23]5[C:28](=[CH:29][CH:30]=[C:21]([Cl:20])[CH:22]=5)[CH:27]=4)(=[O:33])=[O:32])[CH2:39][CH2:38]3)=[CH:16][C:10]=2[CH2:9]1)=[O:7])([CH3:4])([CH3:3])[CH3:2]. (4) Given the reactants Cl.[NH2:2][C@@H:3]([CH2:8][CH2:9][CH2:10][NH:11][C:12]([O:14][C:15]([CH3:18])([CH3:17])[CH3:16])=[O:13])[C:4]([O:6][CH3:7])=[O:5].[C:19]1([CH:25]([C:36]2[CH:41]=[CH:40][CH:39]=[CH:38][CH:37]=2)[N:26]2[CH:31]=[CH:30][CH:29]=[C:28]([C:32](O)=[O:33])[C:27]2=[O:35])[CH:24]=[CH:23][CH:22]=[CH:21][CH:20]=1.CN(C(ON1N=NC2C=CC=CC1=2)=[N+](C)C)C.F[P-](F)(F)(F)(F)F.CCN(C(C)C)C(C)C, predict the reaction product. The product is: [C:15]([O:14][C:12]([NH:11][CH2:10][CH2:9][CH2:8][C@H:3]([NH:2][C:32]([C:28]1[C:27](=[O:35])[N:26]([CH:25]([C:19]2[CH:24]=[CH:23][CH:22]=[CH:21][CH:20]=2)[C:36]2[CH:37]=[CH:38][CH:39]=[CH:40][CH:41]=2)[CH:31]=[CH:30][CH:29]=1)=[O:33])[C:4]([O:6][CH3:7])=[O:5])=[O:13])([CH3:18])([CH3:17])[CH3:16]. (5) Given the reactants [CH3:1][O:2][C:3]1[CH:4]=[C:5]([CH:8]=[CH:9][C:10]=1[OH:11])[CH:6]=O.[C:12]([O:18][CH2:19][CH3:20])(=[O:17])[CH2:13][C:14]([CH3:16])=[O:15].N1(CC(O)=O)CCCCC1, predict the reaction product. The product is: [CH2:19]([O:18][C:12](=[O:17])[C:13]([C:14](=[O:15])[CH3:16])=[CH:6][C:5]1[CH:8]=[CH:9][C:10]([OH:11])=[C:3]([O:2][CH3:1])[CH:4]=1)[CH3:20]. (6) The product is: [C:15]1([S:21]([N:4]2[C:5]3=[N:6][CH:7]=[C:8]([O:11][CH3:12])[CH:9]=[C:10]3[C:2]([I:1])=[CH:3]2)(=[O:23])=[O:22])[CH:20]=[CH:19][CH:18]=[CH:17][CH:16]=1. Given the reactants [I:1][C:2]1[C:10]2[C:5](=[N:6][CH:7]=[C:8]([O:11][CH3:12])[CH:9]=2)[NH:4][CH:3]=1.[H-].[Na+].[C:15]1([S:21](Cl)(=[O:23])=[O:22])[CH:20]=[CH:19][CH:18]=[CH:17][CH:16]=1.O, predict the reaction product.